From a dataset of Reaction yield outcomes from USPTO patents with 853,638 reactions. Predict the reaction yield, written as a fraction of the theoretical maximum amount of product (1.0 means a 100% yield; for example, 0.34 means a 34% yield). (1) The reactants are Br[C:2]1[N:3]=[C:4]2[CH:10]=[CH:9][N:8]([S:11]([C:14]3[CH:20]=[CH:19][C:17]([CH3:18])=[CH:16][CH:15]=3)(=[O:13])=[O:12])[C:5]2=[N:6][CH:7]=1.[CH:21](/B(O)O)=[CH:22]\[C:23]1[CH:28]=[CH:27][CH:26]=[CH:25][CH:24]=1.C([O-])([O-])=O.[Na+].[Na+]. The catalyst is C1COCC1.O.C(Cl)Cl.C1C=CC(P(C2C=CC=CC=2)[C-]2C=CC=C2)=CC=1.C1C=CC(P(C2C=CC=CC=2)[C-]2C=CC=C2)=CC=1.Cl[Pd]Cl.[Fe+2]. The product is [CH:21](/[C:2]1[N:3]=[C:4]2[CH:10]=[CH:9][N:8]([S:11]([C:14]3[CH:20]=[CH:19][C:17]([CH3:18])=[CH:16][CH:15]=3)(=[O:13])=[O:12])[C:5]2=[N:6][CH:7]=1)=[CH:22]\[C:23]1[CH:28]=[CH:27][CH:26]=[CH:25][CH:24]=1. The yield is 0.360. (2) The reactants are [NH2:1][C:2]1[CH:3]=[CH:4][CH:5]=[C:6]2[C:11]=1[N:10]=[CH:9][C:8]([C:12]([O:14][CH2:15][CH3:16])=[O:13])=[C:7]2[Cl:17].C([O:20][CH:21]=[C:22]([C:28]([CH3:30])=[O:29])[C:23](OCC)=O)C.C1(OC2C=CC=CC=2)C=CC=CC=1. The catalyst is C(Cl)(Cl)(Cl)Cl. The product is [C:28]([CH:22]1[C:21](=[O:20])[C:3]2[C:2](=[C:11]3[C:6](=[CH:5][CH:4]=2)[C:7]([Cl:17])=[C:8]([C:12]([O:14][CH2:15][CH3:16])=[O:13])[CH:9]=[N:10]3)[N:1]=[CH:23]1)(=[O:29])[CH3:30]. The yield is 0.290.